This data is from Full USPTO retrosynthesis dataset with 1.9M reactions from patents (1976-2016). The task is: Predict the reactants needed to synthesize the given product. (1) Given the product [CH3:24][C:19]1[CH:20]=[C:21]([CH3:23])[N:22]=[C:17]([N:14]2[CH2:15][CH2:16][C:9]3([O:8][CH2:7][CH2:6][N:5]([CH2:4][C:3]4[CH:25]=[CH:26][CH:27]=[CH:28][C:2]=4[C:34]4[O:35][CH:36]=[CH:37][CH:38]=4)[C:10]3=[O:11])[CH2:12][CH2:13]2)[N:18]=1, predict the reactants needed to synthesize it. The reactants are: Br[C:2]1[CH:28]=[CH:27][CH:26]=[CH:25][C:3]=1[CH2:4][N:5]1[C:10](=[O:11])[C:9]2([CH2:16][CH2:15][N:14]([C:17]3[N:22]=[C:21]([CH3:23])[CH:20]=[C:19]([CH3:24])[N:18]=3)[CH2:13][CH2:12]2)[O:8][CH2:7][CH2:6]1.C([Sn](CCCC)(CCCC)[C:34]1[O:35][CH:36]=[CH:37][CH:38]=1)CCC. (2) Given the product [Cl:1][C:2]1[C:7]([CH:29]=[O:30])=[CH:6][N:5]=[C:4]2[N:8]([Si:11]([CH:15]([CH3:17])[CH3:16])([CH:18]([CH3:20])[CH3:19])[CH:12]([CH3:13])[CH3:14])[CH:9]=[CH:10][C:3]=12, predict the reactants needed to synthesize it. The reactants are: [Cl:1][C:2]1[CH:7]=[CH:6][N:5]=[C:4]2[N:8]([Si:11]([CH:18]([CH3:20])[CH3:19])([CH:15]([CH3:17])[CH3:16])[CH:12]([CH3:14])[CH3:13])[CH:9]=[CH:10][C:3]=12.[Li]C(CC)C.CN([CH:29]=[O:30])C.Cl.CCOCC.C(=O)(O)[O-].[Na+].